This data is from Full USPTO retrosynthesis dataset with 1.9M reactions from patents (1976-2016). The task is: Predict the reactants needed to synthesize the given product. (1) Given the product [Cl:1][C:2]1[CH:7]=[C:6]([C:8]2[CH:9]=[CH:10][C:11]3[N:12]([C:14]([CH2:17][O:18][C:19]4[C:28]5[C:23](=[CH:24][C:25]([O:29][CH3:30])=[CH:26][CH:27]=5)[N:22]=[CH:21][CH:20]=4)=[N:15][N:16]=3)[N:13]=2)[CH:5]=[CH:4][C:3]=1[C@@H:31]([NH2:36])[C:32]([F:33])([F:35])[F:34], predict the reactants needed to synthesize it. The reactants are: [Cl:1][C:2]1[CH:7]=[C:6]([C:8]2[CH:9]=[CH:10][C:11]3[N:12]([C:14]([CH2:17][O:18][C:19]4[C:28]5[C:23](=[CH:24][C:25]([O:29][CH3:30])=[CH:26][CH:27]=5)[N:22]=[CH:21][CH:20]=4)=[N:15][N:16]=3)[N:13]=2)[CH:5]=[CH:4][C:3]=1[C@@H:31]([NH:36][S@](C(C)(C)C)=O)[C:32]([F:35])([F:34])[F:33]. (2) Given the product [Cl:1][C:2]1[CH:21]=[CH:20][C:5]([O:6][C:7]2[N:8]=[C:9]([CH2:17][CH2:18][CH3:19])[C:10]([CH2:11][OH:12])=[CH:15][CH:16]=2)=[CH:4][CH:3]=1, predict the reactants needed to synthesize it. The reactants are: [Cl:1][C:2]1[CH:21]=[CH:20][C:5]([O:6][C:7]2[CH:16]=[CH:15][C:10]([C:11](OC)=[O:12])=[C:9]([CH2:17][CH2:18][CH3:19])[N:8]=2)=[CH:4][CH:3]=1.[H-].C([Al+]CC(C)C)C(C)C.Cl.